This data is from Catalyst prediction with 721,799 reactions and 888 catalyst types from USPTO. The task is: Predict which catalyst facilitates the given reaction. (1) Product: [Cl:17][C:10]1[CH:9]=[CH:8][N:7]=[C:6]2[NH:12][C:3]([CH2:1][CH3:2])=[CH:4][C:5]=12. Reactant: [CH2:1]([C:3]1[NH:12][C:6]2=[N+:7]([O-])[CH:8]=[CH:9][CH:10]=[C:5]2[CH:4]=1)[CH3:2].CS([Cl:17])(=O)=O.[OH-].[Na+]. The catalyst class is: 9. (2) Reactant: [Cl:1][C:2]1[CH:11]=[C:10]([CH3:12])[C:9]2[C:4](=[CH:5][CH:6]=[C:7]([O:13]C)[CH:8]=2)[N:3]=1.B(Br)(Br)Br.C(=O)([O-])O.[Na+]. Product: [Cl:1][C:2]1[CH:11]=[C:10]([CH3:12])[C:9]2[C:4](=[CH:5][CH:6]=[C:7]([OH:13])[CH:8]=2)[N:3]=1. The catalyst class is: 4. (3) Reactant: [C:1]([O:5][C:6]([NH:8][C@@H:9]([CH2:42][C:43]1[CH:48]=[CH:47][CH:46]=[CH:45][CH:44]=1)[CH2:10][C@@H:11]1[O:15][C:14]([CH3:17])([CH3:16])[N:13]([C:18]([O:20][CH2:21][C:22]2[CH:27]=[CH:26][CH:25]=[CH:24][CH:23]=2)=[O:19])[C@H:12]1[CH2:28][C:29]1[CH:34]=[CH:33][C:32](OC(=O)C(F)(F)F)=[CH:31][CH:30]=1)=[O:7])([CH3:4])([CH3:3])[CH3:2].[Li+].[Cl-].C([Sn](CCCC)(CCCC)[C:56]1[CH:57]=[N:58][CH:59]=[CH:60][CH:61]=1)CCC. Product: [C:1]([O:5][C:6]([NH:8][C@@H:9]([CH2:42][C:43]1[CH:48]=[CH:47][CH:46]=[CH:45][CH:44]=1)[CH2:10][C@@H:11]1[O:15][C:14]([CH3:16])([CH3:17])[N:13]([C:18]([O:20][CH2:21][C:22]2[CH:23]=[CH:24][CH:25]=[CH:26][CH:27]=2)=[O:19])[C@H:12]1[CH2:28][C:29]1[CH:30]=[CH:31][C:32]([C:56]2[CH:57]=[N:58][CH:59]=[CH:60][CH:61]=2)=[CH:33][CH:34]=1)=[O:7])([CH3:2])([CH3:3])[CH3:4]. The catalyst class is: 233. (4) Reactant: [CH:1]1([NH2:7])[CH2:6][CH2:5][CH2:4][CH2:3][CH2:2]1.[CH2:8]=[C:9]([CH2:13][C:14](O)=[O:15])[C:10]([OH:12])=[O:11].[OH-].[Na+]. Product: [CH:1]1([N:7]2[C:14](=[O:15])[CH2:13][CH:9]([C:10]([OH:12])=[O:11])[CH2:8]2)[CH2:6][CH2:5][CH2:4][CH2:3][CH2:2]1. The catalyst class is: 6. (5) Reactant: [Cl:1][C:2]1[CH:3]=[C:4]([S:8]([N:11]2[C:15]([C:16]3[CH:21]=[CH:20][CH:19]=[CH:18][CH:17]=3)=[CH:14][C:13]([CH2:22][N:23](C)[C:24](=O)OC(C)(C)C)=[CH:12]2)(=[O:10])=[O:9])[CH:5]=[CH:6][CH:7]=1.FC(F)(F)C(O)=O.C(=O)([O-])O.[Na+]. Product: [ClH:1].[Cl:1][C:2]1[CH:3]=[C:4]([S:8]([N:11]2[C:15]([C:16]3[CH:21]=[CH:20][CH:19]=[CH:18][CH:17]=3)=[CH:14][C:13]([CH2:22][NH:23][CH3:24])=[CH:12]2)(=[O:9])=[O:10])[CH:5]=[CH:6][CH:7]=1. The catalyst class is: 4. (6) Product: [NH2:24][C:25]1[CH:34]=[CH:33][C:32]([C:35]([C:37]2[N:45]3[C:40]([CH:41]=[CH:42][CH:43]=[CH:44]3)=[C:39]([C:9]3[CH:8]=[CH:7][CH:6]=[C:5]([C:3]([O:2][CH3:1])=[O:4])[CH:10]=3)[C:38]=2[CH3:47])=[O:36])=[CH:31][C:26]=1[C:27]([O:29][CH3:30])=[O:28]. The catalyst class is: 108. Reactant: [CH3:1][O:2][C:3]([C:5]1[CH:6]=[C:7](B(O)O)[CH:8]=[CH:9][CH:10]=1)=[O:4].O.O.P([O-])([O-])([O-])=O.[K+].[K+].[K+].[NH2:24][C:25]1[CH:34]=[CH:33][C:32]([C:35]([C:37]2[N:45]3[C:40]([CH:41]=[CH:42][CH:43]=[CH:44]3)=[C:39](Br)[C:38]=2[CH3:47])=[O:36])=[CH:31][C:26]=1[C:27]([O:29][CH3:30])=[O:28]. (7) Reactant: CCN(C(C)C)C(C)C.[O:10]=[C:11]1[C:20]([C:21]([OH:23])=O)=[CH:19][C:18]2[C:13](=[CH:14][CH:15]=[CH:16][CH:17]=2)[NH:12]1.CN(C(ON1N=NC2C=CC=NC1=2)=[N+](C)C)C.F[P-](F)(F)(F)(F)F.[N:48]1[C:49]([C:57]2[CH:58]=[C:59]([NH2:63])[CH:60]=[CH:61][CH:62]=2)=[CH:50][N:51]2[CH:56]=[CH:55][CH:54]=[CH:53][C:52]=12. Product: [N:48]1[C:49]([C:57]2[CH:58]=[C:59]([NH:63][C:21]([C:20]3[C:11](=[O:10])[NH:12][C:13]4[C:18]([CH:19]=3)=[CH:17][CH:16]=[CH:15][CH:14]=4)=[O:23])[CH:60]=[CH:61][CH:62]=2)=[CH:50][N:51]2[CH:56]=[CH:55][CH:54]=[CH:53][C:52]=12. The catalyst class is: 3. (8) Reactant: [OH:1]/[N:2]=[C:3](\[NH2:13])/[C:4]1[CH:9]=[CH:8][C:7]([N+:10]([O-:12])=[O:11])=[CH:6][CH:5]=1.CN1CCOCC1.[CH3:21][C:22]([CH3:28])([CH3:27])[CH2:23][C:24](Cl)=O.[F-].C([N+](CCCC)(CCCC)CCCC)CCC. Product: [CH2:23]([C:24]1[O:1][N:2]=[C:3]([C:4]2[CH:5]=[CH:6][C:7]([N+:10]([O-:12])=[O:11])=[CH:8][CH:9]=2)[N:13]=1)[C:22]([CH3:28])([CH3:27])[CH3:21]. The catalyst class is: 96. (9) Reactant: Cl[C:2]1[CH:3]=[C:4]([CH:7]=[CH:8][C:9]=1F)[C:5]#[N:6].[C:11]1([OH:17])[CH:16]=[CH:15][CH:14]=[CH:13][CH:12]=1.C(=O)([O-])[O-].[K+].[K+].[H-].[Na+].[NH:26]1[CH:30]=[CH:29][N:28]=[CH:27]1. Product: [N:26]1([C:2]2[CH:3]=[C:4]([CH:7]=[CH:8][C:9]=2[O:17][C:11]2[CH:16]=[CH:15][CH:14]=[CH:13][CH:12]=2)[C:5]#[N:6])[CH:30]=[CH:29][N:28]=[CH:27]1. The catalyst class is: 58. (10) Reactant: [Br:1][C:2]1[C:3](=[O:29])[N:4]([C:19]2[CH:20]=[C:21]([CH:25]=[CH:26][C:27]=2[F:28])[C:22](O)=[O:23])[C:5]([CH3:18])=[CH:6][C:7]=1[O:8][CH2:9][C:10]1[CH:15]=[CH:14][C:13]([F:16])=[CH:12][C:11]=1[F:17].ClC(OCC(C)C)=O.[CH3:38][N:39]1CCOCC1.CN. Product: [Br:1][C:2]1[C:3](=[O:29])[N:4]([C:19]2[CH:20]=[C:21]([CH:25]=[CH:26][C:27]=2[F:28])[C:22]([NH:39][CH3:38])=[O:23])[C:5]([CH3:18])=[CH:6][C:7]=1[O:8][CH2:9][C:10]1[CH:15]=[CH:14][C:13]([F:16])=[CH:12][C:11]=1[F:17]. The catalyst class is: 9.